From a dataset of Forward reaction prediction with 1.9M reactions from USPTO patents (1976-2016). Predict the product of the given reaction. (1) The product is: [NH2:34][CH2:33][C:30]1[N:29]=[CH:28][C:27]([CH2:26][NH:25][C:23]([O:22][C:18]([CH3:21])([CH3:20])[CH3:19])=[O:24])=[CH:32][CH:31]=1. Given the reactants C(OC(NCC1C=NC(CO)=CC=1)=O)(C)(C)C.[C:18]([O:22][C:23]([NH:25][CH2:26][C:27]1[CH:28]=[N:29][C:30]([C:33]#[N:34])=[CH:31][CH:32]=1)=[O:24])([CH3:21])([CH3:20])[CH3:19].OS([O-])(=O)=O.[K+].CO, predict the reaction product. (2) Given the reactants [NH2:1][C:2]1[CH:3]=[N:4][CH:5]=[CH:6][C:7]=1[C@@H:8]1[CH2:13][C@H:12]([CH3:14])[C@@:11]([CH3:16])([OH:15])[C@H:10]([O:17][Si:18]([C:21]([CH3:24])([CH3:23])[CH3:22])([CH3:20])[CH3:19])[CH2:9]1.[NH2:25][C:26]1[C:27]([C:33](O)=[O:34])=[N:28][C:29]([Br:32])=[CH:30][CH:31]=1, predict the reaction product. The product is: [NH2:25][C:26]1[C:27]([C:33]([NH:1][C:2]2[CH:3]=[N:4][CH:5]=[CH:6][C:7]=2[C@@H:8]2[CH2:13][C@H:12]([CH3:14])[C@:11]([OH:15])([CH3:16])[C@H:10]([O:17][Si:18]([C:21]([CH3:23])([CH3:22])[CH3:24])([CH3:19])[CH3:20])[CH2:9]2)=[O:34])=[N:28][C:29]([Br:32])=[CH:30][CH:31]=1. (3) Given the reactants [C:1]([C:5]1[CH:9]=[C:8]([NH:10][C:11]([NH:13][C:14]2[CH:19]=[CH:18][C:17]([CH3:20])=[C:16]([C:21]3[C:32](=[O:33])[N:31]([CH3:34])[C:24]4[N:25]=[C:26](SC)[N:27]=[CH:28][C:23]=4[CH:22]=3)[CH:15]=2)=[O:12])[O:7][N:6]=1)([CH3:4])([CH3:3])[CH3:2].[CH3:35][NH2:36].C1COCC1, predict the reaction product. The product is: [C:1]([C:5]1[CH:9]=[C:8]([NH:10][C:11]([NH:13][C:14]2[CH:19]=[CH:18][C:17]([CH3:20])=[C:16]([C:21]3[C:32](=[O:33])[N:31]([CH3:34])[C:24]4[N:25]=[C:26]([NH:36][CH3:35])[N:27]=[CH:28][C:23]=4[CH:22]=3)[CH:15]=2)=[O:12])[O:7][N:6]=1)([CH3:4])([CH3:3])[CH3:2]. (4) The product is: [NH2:18][C:17]1[S:6][C:7]2[CH2:2][CH2:1][CH2:4][C:8]=2[C:16]=1[C:14]([C:11]1[CH:12]=[CH:13][S:9][CH:10]=1)=[O:15]. Given the reactants [C:1]([C:4]1[CH:8]=[CH:7][S:6]C=1)(=O)[CH3:2].[S:9]1[CH:13]=[CH:12][C:11]([C:14]([CH2:16][C:17]#[N:18])=[O:15])=[CH:10]1.C1(=O)CCCC1.N1CCOCC1.[S], predict the reaction product. (5) Given the reactants [C:1]([C:3]1[N:7]2[N:8]=[C:9]([C:12]3[CH:17]=[CH:16][C:15]([C:18]([N:20]4[CH2:25][CH2:24][N:23]([CH3:26])[CH2:22][CH2:21]4)=[O:19])=[CH:14][CH:13]=3)[CH:10]=[CH:11][C:6]2=[N:5][CH:4]=1)#[CH:2].I[C:28]1[CH:33]=[CH:32][C:31]([CH3:34])=[CH:30][CH:29]=1, predict the reaction product. The product is: [CH3:26][N:23]1[CH2:22][CH2:21][N:20]([C:18]([C:15]2[CH:14]=[CH:13][C:12]([C:9]3[CH:10]=[CH:11][C:6]4[N:7]([C:3]([C:1]#[C:2][C:28]5[CH:33]=[CH:32][C:31]([CH3:34])=[CH:30][CH:29]=5)=[CH:4][N:5]=4)[N:8]=3)=[CH:17][CH:16]=2)=[O:19])[CH2:25][CH2:24]1.